The task is: Predict the reactants needed to synthesize the given product.. This data is from Full USPTO retrosynthesis dataset with 1.9M reactions from patents (1976-2016). (1) Given the product [CH3:2][C:3]([CH3:37])([CH2:35][CH3:36])[CH2:4][C:5]1[N:6]=[C:7]([C:16]([OH:34])([CH3:33])[CH2:17][C:18]2[CH:23]=[CH:22][C:21]([C:24]3[CH:29]=[CH:28][CH:27]=[CH:26][C:25]=3[S:30]([CH3:32])=[O:31])=[CH:20][CH:19]=2)[NH:8][CH:9]=1, predict the reactants needed to synthesize it. The reactants are: Cl.[CH3:2][C:3]([CH3:37])([CH2:35][CH3:36])[CH2:4][C:5]1[N:6]=[C:7]([C:16]([OH:34])([CH3:33])[CH2:17][C:18]2[CH:23]=[CH:22][C:21]([C:24]3[CH:29]=[CH:28][CH:27]=[CH:26][C:25]=3[S:30]([CH3:32])=[O:31])=[CH:20][CH:19]=2)[N:8](S(N(C)C)(=O)=O)[CH:9]=1. (2) Given the product [CH:41]([O:44][CH2:45][CH2:46][NH:47][S:29]([NH:32][C:33](=[O:34])[O:15][CH2:14][CH2:13][CH2:12][C:9]1[CH:10]=[CH:11][C:6]([O:5][CH2:1][CH2:2][CH2:3][CH3:4])=[CH:7][C:8]=1[O:16][C:17]1[C:22]([Cl:23])=[CH:21][C:20]([C:24]([F:27])([F:26])[F:25])=[CH:19][N:18]=1)(=[O:31])=[O:30])([CH3:43])[CH3:42], predict the reactants needed to synthesize it. The reactants are: [CH2:1]([O:5][C:6]1[CH:11]=[CH:10][C:9]([CH2:12][CH2:13][CH2:14][OH:15])=[C:8]([O:16][C:17]2[C:22]([Cl:23])=[CH:21][C:20]([C:24]([F:27])([F:26])[F:25])=[CH:19][N:18]=2)[CH:7]=1)[CH2:2][CH2:3][CH3:4].Cl[S:29]([N:32]=[C:33]=[O:34])(=[O:31])=[O:30].N1C=CC=CC=1.[CH:41]([O:44][CH2:45][CH2:46][NH2:47])([CH3:43])[CH3:42]. (3) Given the product [CH3:12][O:13][C:14]1[C:19]([O:20][CH3:21])=[C:18]([C:22](=[O:25])[CH2:23][CH3:24])[CH:17]=[CH:16][N:15]=1, predict the reactants needed to synthesize it. The reactants are: [Cr](Cl)([O-])(=O)=O.[NH+]1C=CC=CC=1.[CH3:12][O:13][C:14]1[C:19]([O:20][CH3:21])=[C:18]([CH:22]([OH:25])[CH2:23][CH3:24])[CH:17]=[CH:16][N:15]=1.